This data is from Forward reaction prediction with 1.9M reactions from USPTO patents (1976-2016). The task is: Predict the product of the given reaction. (1) Given the reactants [CH:1]([C:4]1[CH:5]=[C:6]([CH:9]=[CH:10][C:11]=1[O:12][CH3:13])[CH:7]=O)([CH3:3])[CH3:2].[NH:14]1[C:22]2[C:17](=[CH:18][CH:19]=[CH:20][N:21]=2)[CH2:16][C:15]1=[O:23], predict the reaction product. The product is: [CH:1]([C:4]1[CH:5]=[C:6]([CH:9]=[CH:10][C:11]=1[O:12][CH3:13])[CH:7]=[C:16]1[C:17]2[C:22](=[N:21][CH:20]=[CH:19][CH:18]=2)[NH:14][C:15]1=[O:23])([CH3:3])[CH3:2]. (2) The product is: [Cl:9][C:10]1[C:15]([F:16])=[C:14]([I:17])[CH:13]=[CH:12][N:11]=1. Given the reactants C([N-]C(C)C)(C)C.[Li+].[Cl:9][C:10]1[C:15]([F:16])=[CH:14][CH:13]=[CH:12][N:11]=1.[I:17]I.S(S([O-])=O)([O-])(=O)=O.[Na+].[Na+], predict the reaction product. (3) Given the reactants [Si](O[CH2:9][CH:10]=[N:11][S@@:12]([C:14]([CH3:17])([CH3:16])[CH3:15])=[O:13])(C(C)(C)C)(C)C.[F:18][C:19]1[CH:20]=[CH:21]C(C=O)=[N:23][CH:24]=1.CC([S@@](N)=O)(C)C, predict the reaction product. The product is: [F:18][C:19]1[CH:20]=[CH:21][C:9]([CH:10]=[N:11][S@:12]([C:14]([CH3:15])([CH3:16])[CH3:17])=[O:13])=[N:23][CH:24]=1. (4) Given the reactants [NH2:1][C:2]1[C:11]2[CH:10]=[CH:9][CH:8]=[C:7](Br)[C:6]=2[N:5]=[C:4]2[CH2:13][N:14]([CH:17]3[CH2:20][CH2:19][CH2:18]3)[C:15](=[O:16])[C:3]=12.C([Sn](CCCC)(CCCC)[C:26]1[CH:31]=[CH:30][CH:29]=[CH:28][N:27]=1)CCC, predict the reaction product. The product is: [NH2:1][C:2]1[C:11]2[CH:10]=[CH:9][CH:8]=[C:7]([C:26]3[CH:31]=[CH:30][CH:29]=[CH:28][N:27]=3)[C:6]=2[N:5]=[C:4]2[CH2:13][N:14]([CH:17]3[CH2:20][CH2:19][CH2:18]3)[C:15](=[O:16])[C:3]=12. (5) The product is: [C:20]([O:19][C:17]([NH:11][C:10]1[CH:12]=[CH:13][C:7]([C:5]([O:4][CH3:3])=[O:6])=[CH:8][C:9]=1[N+:14]([O-:16])=[O:15])=[O:18])([CH3:23])([CH3:22])[CH3:21]. Given the reactants [H-].[Na+].[CH3:3][O:4][C:5]([C:7]1[CH:13]=[CH:12][C:10]([NH2:11])=[C:9]([N+:14]([O-:16])=[O:15])[CH:8]=1)=[O:6].[C:17](O[C:17]([O:19][C:20]([CH3:23])([CH3:22])[CH3:21])=[O:18])([O:19][C:20]([CH3:23])([CH3:22])[CH3:21])=[O:18].[Cl-].[NH4+], predict the reaction product. (6) Given the reactants [CH:1](=[O:10])[CH2:2][CH2:3][CH2:4][CH2:5][CH2:6][CH2:7][C:8]#[CH:9].O.C1(C)C=CC(S(O)(=O)=O)=CC=1.[CH2:23](O)[CH2:24][OH:25], predict the reaction product. The product is: [CH2:2]([CH:1]1[O:25][CH2:24][CH2:23][O:10]1)[CH2:3][CH2:4][CH2:5][CH2:6][CH2:7][C:8]#[CH:9]. (7) Given the reactants Br[C:2]1[N:6]2[CH:7]=[N:8][C:9]3[N:13]([S:14]([C:17]4[CH:23]=[CH:22][C:20]([CH3:21])=[CH:19][CH:18]=4)(=[O:16])=[O:15])[CH:12]=[CH:11][C:10]=3[C:5]2=[C:4]([CH:24]2[CH2:29][CH2:28][CH2:27][N:26]([C:30]([O:32][CH2:33][C:34]3[CH:39]=[CH:38][CH:37]=[CH:36][CH:35]=3)=[O:31])[CH2:25]2)[N:3]=1.CC1(C)C(C)(C)OB([C:48]2[CH:53]=[CH:52][C:51]([C:54]([OH:57])([CH3:56])[CH3:55])=[CH:50][CH:49]=2)O1.C(=O)([O-])[O-].[Cs+].[Cs+], predict the reaction product. The product is: [OH:57][C:54]([C:51]1[CH:52]=[CH:53][C:48]([C:2]2[N:6]3[CH:7]=[N:8][C:9]4[N:13]([S:14]([C:17]5[CH:23]=[CH:22][C:20]([CH3:21])=[CH:19][CH:18]=5)(=[O:16])=[O:15])[CH:12]=[CH:11][C:10]=4[C:5]3=[C:4]([CH:24]3[CH2:29][CH2:28][CH2:27][N:26]([C:30]([O:32][CH2:33][C:34]4[CH:39]=[CH:38][CH:37]=[CH:36][CH:35]=4)=[O:31])[CH2:25]3)[N:3]=2)=[CH:49][CH:50]=1)([CH3:56])[CH3:55]. (8) Given the reactants [CH3:1][C:2]1([CH3:20])[C:11]2[C:6](=[CH:7][C:8]([CH:12]([CH2:15][CH2:16][CH2:17][CH2:18][CH3:19])[CH2:13][OH:14])=[CH:9][CH:10]=2)[O:5][CH2:4][CH2:3]1.Cl.[OH2:22], predict the reaction product. The product is: [CH3:1][C:2]1([CH3:20])[C:11]2[C:6](=[CH:7][C:8]([CH:12]([CH2:15][CH2:16][CH2:17][CH2:18][CH3:19])[C:13]([OH:22])=[O:14])=[CH:9][CH:10]=2)[O:5][CH2:4][CH2:3]1. (9) Given the reactants [CH2:1]([N:5]1[CH2:10][CH2:9][N:8]([CH2:11][C:12](O)=O)[C:7](=[O:15])[C:6]1=[O:16])[CH2:2][CH2:3][CH3:4].[C:17]([O:21][C:22]([NH:24][C@@:25]([CH2:31][C:32]1[CH:37]=[CH:36][CH:35]=[CH:34][CH:33]=1)([CH3:30])[C:26]([NH:28][NH2:29])=[O:27])=[O:23])([CH3:20])([CH3:19])[CH3:18].Cl.CN(C)CCCN=C=NCC.[OH:50]N1C2N=CC=CC=2N=N1.C(N(C(C)C)CC)(C)C, predict the reaction product. The product is: [C:17]([O:21][C:22]([NH:24][C@:25]([CH3:30])([CH2:31][C:32]1[CH:33]=[CH:34][CH:35]=[CH:36][CH:37]=1)[C:26]([NH:28][NH:29][CH2:12][C:11]([N:8]1[CH2:9][CH2:10][N:5]([CH2:1][CH2:2][CH2:3][CH3:4])[C:6](=[O:16])[C:7]1=[O:15])=[O:50])=[O:27])=[O:23])([CH3:18])([CH3:19])[CH3:20]. (10) Given the reactants [CH3:1][C:2]([CH3:25])([CH3:24])[C:3]([NH:5][C:6]1[C:15]([C:16]([O:18][CH3:19])=[O:17])=[C:14]2[C:9]([CH:10]3[C:20](Br)(Br)[CH:11]3[CH2:12][O:13]2)=[CH:8][C:7]=1[F:23])=[O:4].[Cl-].[NH4+], predict the reaction product. The product is: [CH3:1][C:2]([CH3:25])([CH3:24])[C:3]([NH:5][C:6]1[C:15]([C:16]([O:18][CH3:19])=[O:17])=[C:14]2[C:9]([CH:10]3[CH2:20][CH:11]3[CH2:12][O:13]2)=[CH:8][C:7]=1[F:23])=[O:4].